This data is from Volume of distribution at steady state (VDss) regression data from Lombardo et al.. The task is: Regression/Classification. Given a drug SMILES string, predict its absorption, distribution, metabolism, or excretion properties. Task type varies by dataset: regression for continuous measurements (e.g., permeability, clearance, half-life) or binary classification for categorical outcomes (e.g., BBB penetration, CYP inhibition). For this dataset (vdss_lombardo), we predict log10(VDss) (log10 of volume of distribution in L/kg). (1) The drug is CCC(=O)OC(CC(=O)[O-])C[N+](C)(C)C. The log10(VDss) is -0.520. (2) The drug is COC(=O)Nc1nc2cc(C(=O)c3ccccc3)ccc2[nH]1. The log10(VDss) is 0.0800.